From a dataset of Forward reaction prediction with 1.9M reactions from USPTO patents (1976-2016). Predict the product of the given reaction. (1) Given the reactants [C:1]([O:5][C:6]([N:8]1[CH2:13][CH2:12][CH:11]([C:14]2[CH:35]=[CH:34][C:17]3[C:18]4[N:22]([CH2:23][CH2:24][O:25][C:16]=3[CH:15]=2)[CH:21]=[C:20]([C:26]2[N:27]([CH:31]([CH3:33])[CH3:32])[N:28]=[CH:29][N:30]=2)[N:19]=4)[C:10](=[O:36])[CH2:9]1)=[O:7])([CH3:4])([CH3:3])[CH3:2].C([BH-](C(CC)C)C(CC)C)(CC)C.[Li+].C(=O)(O)[O-].[Na+], predict the reaction product. The product is: [C:1]([O:5][C:6]([N:8]1[CH2:13][CH2:12][C@H:11]([C:14]2[CH:35]=[CH:34][C:17]3[C:18]4[N:22]([CH2:23][CH2:24][O:25][C:16]=3[CH:15]=2)[CH:21]=[C:20]([C:26]2[N:27]([CH:31]([CH3:32])[CH3:33])[N:28]=[CH:29][N:30]=2)[N:19]=4)[C@H:10]([OH:36])[CH2:9]1)=[O:7])([CH3:2])([CH3:4])[CH3:3]. (2) Given the reactants [CH3:1][C:2]1[CH:6]=[C:5]([NH:7][S:8]([C:11]2[CH:16]=[CH:15][C:14](Br)=[CH:13][CH:12]=2)(=[O:10])=[O:9])[O:4][N:3]=1.[CH3:18][C:19]1[CH:24]=[CH:23][C:22](B(O)O)=[CH:21][CH:20]=1, predict the reaction product. The product is: [CH3:1][C:2]1[CH:6]=[C:5]([NH:7][S:8]([C:11]2[CH:16]=[CH:15][C:14]([C:22]3[CH:23]=[CH:24][C:19]([CH3:18])=[CH:20][CH:21]=3)=[CH:13][CH:12]=2)(=[O:10])=[O:9])[O:4][N:3]=1. (3) Given the reactants [CH2:1]([N:3]([CH2:14][C:15]1[CH:20]=[CH:19][CH:18]=[CH:17][C:16]=1[F:21])[C:4](=[O:13])[CH2:5][C:6]1[CH:11]=[CH:10][C:9]([OH:12])=[CH:8][CH:7]=1)[CH3:2].Br[CH2:23][C:24]1[CH:33]=[CH:32][CH:31]=[CH:30][C:25]=1[C:26]([O:28][CH3:29])=[O:27].C(=O)([O-])[O-].[K+].[K+].C(O)C(N)(CO)CO, predict the reaction product. The product is: [CH2:1]([N:3]([CH2:14][C:15]1[CH:20]=[CH:19][CH:18]=[CH:17][C:16]=1[F:21])[C:4](=[O:13])[CH2:5][C:6]1[CH:7]=[CH:8][C:9]([O:12][CH2:23][C:24]2[CH:33]=[CH:32][CH:31]=[CH:30][C:25]=2[C:26]([O:28][CH3:29])=[O:27])=[CH:10][CH:11]=1)[CH3:2].